From a dataset of Catalyst prediction with 721,799 reactions and 888 catalyst types from USPTO. Predict which catalyst facilitates the given reaction. (1) Reactant: [N:1]1[C:6]([CH3:7])=[CH:5][C:4]([CH3:8])=[CH:3][C:2]=1[CH3:9].OO.[C:12]([OH:15])(=[O:14])[CH3:13]. Product: [C:12]([O:15][CH2:9][C:2]1[CH:3]=[C:4]([CH3:8])[CH:5]=[C:6]([CH3:7])[N:1]=1)(=[O:14])[CH3:13]. The catalyst class is: 152. (2) Reactant: [C:1]([O:5][C:6]([NH:8][C:9]1[CH:10]=[CH:11][C:12]([CH3:19])=[C:13]([CH:18]=1)[C:14]([O:16]C)=[O:15])=[O:7])([CH3:4])([CH3:3])[CH3:2].[OH-].[K+]. Product: [C:1]([O:5][C:6]([NH:8][C:9]1[CH:10]=[CH:11][C:12]([CH3:19])=[C:13]([CH:18]=1)[C:14]([OH:16])=[O:15])=[O:7])([CH3:4])([CH3:3])[CH3:2]. The catalyst class is: 200. (3) Reactant: [Cl:1][C:2]1[CH:7]=[CH:6][C:5]([C:8]2[C:16]3[O:15][CH:14]([CH2:17][NH:18]C(=O)OCC4C=CC=CC=4)[CH2:13][C:12]=3[CH:11]=[CH:10][CH:9]=2)=[C:4]([CH3:29])[CH:3]=1.I[Si](C)(C)C. Product: [Cl:1][C:2]1[CH:7]=[CH:6][C:5]([C:8]2[C:16]3[O:15][CH:14]([CH2:17][NH2:18])[CH2:13][C:12]=3[CH:11]=[CH:10][CH:9]=2)=[C:4]([CH3:29])[CH:3]=1. The catalyst class is: 5. (4) Reactant: I[C:2]1[CH:7]=[C:6]([I:8])[N:5]=[CH:4][N:3]=1.[F:9][C:10]1[CH:11]=[C:12]([CH:14]=[CH:15][CH:16]=1)[NH2:13].C(N(CC)C(C)C)(C)C.C(O)CCC. Product: [F:9][C:10]1[CH:11]=[C:12]([NH:13][C:2]2[CH:7]=[C:6]([I:8])[N:5]=[CH:4][N:3]=2)[CH:14]=[CH:15][CH:16]=1. The catalyst class is: 6.